From a dataset of Forward reaction prediction with 1.9M reactions from USPTO patents (1976-2016). Predict the product of the given reaction. (1) Given the reactants [CH2:1]([O:3][C:4]1[CH:9]=[CH:8][C:7]([C:10](=O)[CH2:11][C:12]2[CH:17]=[CH:16][C:15]([S:18]([CH3:21])(=[O:20])=[O:19])=[CH:14][CH:13]=2)=[CH:6][CH:5]=1)[CH3:2].F[P-](F)(F)(F)(F)F.[NH2:30][N+:31]1[CH:36]=[CH:35][CH:34]=[CH:33][N:32]=1.CN(CCN(C)C)C.II.Cl, predict the reaction product. The product is: [CH2:1]([O:3][C:4]1[CH:9]=[CH:8][C:7]([C:10]2[C:11]([C:12]3[CH:17]=[CH:16][C:15]([S:18]([CH3:21])(=[O:20])=[O:19])=[CH:14][CH:13]=3)=[C:36]3[N:31]([N:32]=[CH:33][CH:34]=[CH:35]3)[N:30]=2)=[CH:6][CH:5]=1)[CH3:2]. (2) Given the reactants [NH2:1][CH2:2][CH2:3][CH2:4][C:5]([OH:7])=[O:6].[C:8]1(=O)[O:13][C:11](=[O:12])[C:10]2=[CH:14][CH:15]=[CH:16][CH:17]=[C:9]12.C(O)(=O)C, predict the reaction product. The product is: [C:8]1(=[O:13])[N:1]([CH2:2][CH2:3][CH2:4][C:5]([OH:7])=[O:6])[C:11](=[O:12])[C:10]2=[CH:14][CH:15]=[CH:16][CH:17]=[C:9]12. (3) Given the reactants [C:1]12([C:11]([N:13]3[C:22]4[C:17](=[CH:18][CH:19]=[CH:20][CH:21]=4)[CH:16]([OH:23])[CH2:15][CH2:14]3)=[O:12])[CH2:10][CH:5]3[CH2:6][CH:7]([CH2:9][CH:3]([CH2:4]3)[CH2:2]1)[CH2:8]2.[H-].[Na+].[CH2:26]1COC[CH2:27]1, predict the reaction product. The product is: [C:1]12([C:11]([N:13]3[C:22]4[C:17](=[CH:18][CH:19]=[CH:20][CH:21]=4)[CH:16]([O:23][CH2:26][CH3:27])[CH2:15][CH2:14]3)=[O:12])[CH2:8][CH:7]3[CH2:9][CH:3]([CH2:4][CH:5]([CH2:6]3)[CH2:10]1)[CH2:2]2. (4) The product is: [Cl:1][C:2]1[CH:7]=[CH:6][CH:5]=[C:4]([Cl:8])[C:3]=1[C:9](=[O:15])[C:10]([OH:12])=[O:11]. Given the reactants [Cl:1][C:2]1[CH:7]=[CH:6][CH:5]=[C:4]([Cl:8])[C:3]=1[C:9](=[O:15])[C:10]([O:12]CC)=[O:11], predict the reaction product. (5) The product is: [CH3:1][O:2][C:3](=[O:21])[C:4]1[CH:9]=[CH:8][C:7]([C:10](=[O:19])[C:11]2[CH:16]=[CH:15][C:14]([NH:25][C:24]3[CH:26]=[CH:27][C:28]([F:30])=[CH:29][C:23]=3[F:22])=[CH:13][C:12]=2[Cl:18])=[C:6]([CH3:20])[CH:5]=1. Given the reactants [CH3:1][O:2][C:3](=[O:21])[C:4]1[CH:9]=[CH:8][C:7]([C:10](=[O:19])[C:11]2[CH:16]=[CH:15][C:14](Br)=[CH:13][C:12]=2[Cl:18])=[C:6]([CH3:20])[CH:5]=1.[F:22][C:23]1[CH:29]=[C:28]([F:30])[CH:27]=[CH:26][C:24]=1[NH2:25], predict the reaction product. (6) The product is: [CH2:1]([S:3]([C:6]1[N:7]=[N:59][C:9]([C:8]2[CH:15]=[CH:16][C:17]([C:20]3[O:21][C:22]([CH3:32])=[C:23]([CH2:25][CH2:26][N:36]4[CH2:37][CH2:39][CH2:40][CH:41]4[CH3:42])[N:24]=3)=[CH:18][CH:19]=2)=[CH:10][CH:11]=1)(=[O:5])=[O:4])[CH3:2]. Given the reactants [CH2:1]([S:3]([C:6]1[CH:11]=[CH:10][C:9](I)=[CH:8][N:7]=1)(=[O:5])=[O:4])[CH3:2].BrC1[CH:19]=[CH:18][C:17]([C:20]2[O:21][C:22]([CH3:32])=[C:23]([CH2:25][CH2:26]OS(C)(=O)=O)[N:24]=2)=[CH:16][CH:15]=1.CC1O[C:37]([C:39]2C=C[C:42](B3OC(C)(C)C(C)(C)O3)=[CH:41][CH:40]=2)=[N:36]C=1CCO.ClC1[N:59]=NC(Cl)=CC=1, predict the reaction product.